Dataset: Catalyst prediction with 721,799 reactions and 888 catalyst types from USPTO. Task: Predict which catalyst facilitates the given reaction. Reactant: [F:1][CH2:2][C@@H:3]1[C@@H:7]([C:8]2[CH:13]=[CH:12][C:11]([C:14]3[O:18][N:17]=[C:16]([CH2:19][NH:20][S:21]([CH3:24])(=[O:23])=[O:22])[CH:15]=3)=[CH:10][CH:9]=2)[O:6]C(C)(C)[N:4]1C(OC(C)(C)C)=O.[ClH:34].O. Product: [Cl-:34].[F:1][CH2:2][C@@H:3]([NH3+:4])[C@H:7]([OH:6])[C:8]1[CH:13]=[CH:12][C:11]([C:14]2[O:18][N:17]=[C:16]([CH2:19][NH:20][S:21]([CH3:24])(=[O:23])=[O:22])[CH:15]=2)=[CH:10][CH:9]=1. The catalyst class is: 12.